This data is from Full USPTO retrosynthesis dataset with 1.9M reactions from patents (1976-2016). The task is: Predict the reactants needed to synthesize the given product. (1) The reactants are: Cl.[C:2]1([NH:8]N)[CH:7]=[CH:6][CH:5]=[CH:4][CH:3]=1.O=[C:11]1[CH2:16][CH:15]2[CH2:17][CH:13]([N:14]2[C:18](OC(C)(C)C)=O)[CH2:12]1.Cl. Given the product [NH:8]1[CH:5]2[C:4]3[C:12]4[C:13](=[CH:17][CH:15]=[CH:16][CH:11]=4)[NH:14][C:18]=3[CH2:3][CH:2]1[CH2:7][CH2:6]2, predict the reactants needed to synthesize it. (2) Given the product [O:2]=[C:1]1[CH:4]([CH2:5][C:6]2[CH:7]=[C:8]([CH:12]=[CH:13][CH:14]=2)[C:9]([OH:11])=[O:10])[CH2:15][CH2:16][CH2:17][S:18]1, predict the reactants needed to synthesize it. The reactants are: [C:1]([CH:4]([CH2:15][CH2:16][CH2:17][SH:18])[CH2:5][C:6]1[CH:7]=[C:8]([CH:12]=[CH:13][CH:14]=1)[C:9]([OH:11])=[O:10])(O)=[O:2].C12(CS(O)(=O)=O)C(C)(C)C(CC1)CC2=O. (3) Given the product [CH2:1]([O:3][C:4]([N:6]1[C:15]2[C:10](=[N:11][C:12]([NH:56][CH3:54])=[CH:13][CH:14]=2)[C@@H:9]([NH:24][C:25]2[C:30]([CH2:31][C:32]3[CH:37]=[C:36]([C:38]([F:39])([F:41])[F:40])[CH:35]=[C:34]([C:42]([F:44])([F:45])[F:43])[CH:33]=3)=[CH:29][C:28]([N:46]3[CH2:51][CH2:50][O:49][CH2:48][CH2:47]3)=[CH:27][N:26]=2)[CH2:8][C@H:7]1[CH2:52][CH3:53])=[O:5])[CH3:2], predict the reactants needed to synthesize it. The reactants are: [CH2:1]([O:3][C:4]([N:6]1[C:15]2[C:10](=[N:11][C:12](OS(C(F)(F)F)(=O)=O)=[CH:13][CH:14]=2)[C@@H:9]([NH:24][C:25]2[C:30]([CH2:31][C:32]3[CH:37]=[C:36]([C:38]([F:41])([F:40])[F:39])[CH:35]=[C:34]([C:42]([F:45])([F:44])[F:43])[CH:33]=3)=[CH:29][C:28]([N:46]3[CH2:51][CH2:50][O:49][CH2:48][CH2:47]3)=[CH:27][N:26]=2)[CH2:8][C@H:7]1[CH2:52][CH3:53])=[O:5])[CH3:2].[CH2:54]([N:56](CC)CC)C.CN. (4) Given the product [NH2:27][C:20]1[C:21]([C:23]([F:26])([F:25])[F:24])=[C:22]2[C:14]([CH:11]3[CH2:12][CH2:13][N:8]([C:6]([CH:1]4[CH2:5][CH2:4][CH2:3][CH2:2]4)=[O:7])[CH2:9][CH2:10]3)=[CH:15][N:16]([CH3:30])[C:17]2=[N:18][CH:19]=1, predict the reactants needed to synthesize it. The reactants are: [CH:1]1([C:6]([N:8]2[CH2:13][CH2:12][C:11]([C:14]3[C:22]4[C:17](=[N:18][CH:19]=[C:20]([N+:27]([O-])=O)[C:21]=4[C:23]([F:26])([F:25])[F:24])[N:16]([CH3:30])[CH:15]=3)=[CH:10][CH2:9]2)=[O:7])[CH2:5][CH2:4][CH2:3][CH2:2]1. (5) The reactants are: [CH2:1]([N:8]1[C:12]([C:13]2[C:18]([N+:19]([O-])=O)=[CH:17][CH:16]=[CH:15][C:14]=2[CH3:22])=[N:11][N:10]=[N:9]1)[C:2]1[CH:7]=[CH:6][CH:5]=[CH:4][CH:3]=1.[H][H]. Given the product [CH2:1]([N:8]1[C:12]([C:13]2[C:14]([CH3:22])=[CH:15][CH:16]=[CH:17][C:18]=2[NH2:19])=[N:11][N:10]=[N:9]1)[C:2]1[CH:3]=[CH:4][CH:5]=[CH:6][CH:7]=1, predict the reactants needed to synthesize it.